From a dataset of Full USPTO retrosynthesis dataset with 1.9M reactions from patents (1976-2016). Predict the reactants needed to synthesize the given product. (1) Given the product [CH3:19][S:20]([O:1][CH2:2][CH2:3][CH2:4][CH2:5][CH2:6][CH2:7][CH2:8][C:9]1[CH2:11][CH:10]=1)(=[O:22])=[O:21], predict the reactants needed to synthesize it. The reactants are: [OH:1][CH2:2][CH2:3][CH2:4][CH2:5][CH2:6][CH2:7][CH2:8][C:9]1[CH2:11][CH:10]=1.C(N(CC)CC)C.[CH3:19][S:20](Cl)(=[O:22])=[O:21]. (2) Given the product [CH3:18][O:19][C:20](=[O:31])/[CH:21]=[CH:22]/[C:23]1[CH:28]=[C:27]([C:12]2[CH:13]=[CH:14][C:9]([O:8][CH2:1][C:2]3[CH:7]=[CH:6][CH:5]=[CH:4][CH:3]=3)=[CH:10][CH:11]=2)[CH:26]=[C:25]([C:12]2[CH:13]=[CH:14][C:9]([O:8][CH2:1][C:2]3[CH:7]=[CH:6][CH:5]=[CH:4][CH:3]=3)=[CH:10][CH:11]=2)[CH:24]=1, predict the reactants needed to synthesize it. The reactants are: [CH2:1]([O:8][C:9]1[CH:14]=[CH:13][C:12](B(O)O)=[CH:11][CH:10]=1)[C:2]1[CH:7]=[CH:6][CH:5]=[CH:4][CH:3]=1.[CH3:18][O:19][C:20](=[O:31])[CH:21]=[CH:22][C:23]1[CH:28]=[C:27](Br)[CH:26]=[C:25](Br)[CH:24]=1.Cl. (3) Given the product [NH2:2][CH2:1][C:3]12[CH2:14][C:7]3([CH2:15][NH2:16])[CH2:6][C:5]([CH2:17][NH2:18])([CH2:11][C:9]([CH2:12][NH2:13])([CH2:8]3)[CH2:10]1)[CH2:4]2, predict the reactants needed to synthesize it. The reactants are: [C:1]([C:3]12[CH2:14][C:7]3([C:15]#[N:16])[CH2:8][C:9]([C:12]#[N:13])([CH2:11][C:5]([C:17]#[N:18])([CH2:6]3)[CH2:4]1)[CH2:10]2)#[N:2].ClB.CSC. (4) Given the product [C:38]([C:23]1[CH:22]=[C:21]([NH:20][C:17](=[O:18])[CH:16]=[CH:15][C:13]2[O:14][C:10]([C:7]3[CH:8]=[CH:9][C:4]([N+:1]([O-:3])=[O:2])=[CH:5][CH:6]=3)=[CH:11][CH:12]=2)[CH:26]=[CH:25][C:24]=1[NH:27][C:28](=[O:37])[CH2:29][C:30]1[CH:31]=[CH:32][C:33]([CH3:36])=[CH:34][CH:35]=1)(=[O:45])[C:39]1[CH:44]=[CH:43][CH:42]=[CH:41][CH:40]=1, predict the reactants needed to synthesize it. The reactants are: [N+:1]([C:4]1[CH:9]=[CH:8][C:7]([C:10]2[O:14][C:13]([CH:15]=[CH:16][C:17](Cl)=[O:18])=[CH:12][CH:11]=2)=[CH:6][CH:5]=1)([O-:3])=[O:2].[NH2:20][C:21]1[CH:26]=[CH:25][C:24]([NH:27][C:28](=[O:37])[CH2:29][C:30]2[CH:35]=[CH:34][C:33]([CH3:36])=[CH:32][CH:31]=2)=[C:23]([C:38](=[O:45])[C:39]2[CH:44]=[CH:43][CH:42]=[CH:41][CH:40]=2)[CH:22]=1.